Dataset: Catalyst prediction with 721,799 reactions and 888 catalyst types from USPTO. Task: Predict which catalyst facilitates the given reaction. (1) Product: [CH3:1][O:2][C:3]1[CH:4]=[C:5]2[C:10](=[CH:11][C:12]=1[O:13][CH3:14])[N:9]=[CH:8][N:7]=[C:6]2[O:15][C:16]1[CH:22]=[CH:21][C:19]([NH:20][C:27](=[O:29])[O:44][CH:40]([CH2:39][CH3:38])[CH2:41][C:42]#[CH:43])=[C:18]([N+:23]([O-:25])=[O:24])[CH:17]=1. The catalyst class is: 208. Reactant: [CH3:1][O:2][C:3]1[CH:4]=[C:5]2[C:10](=[CH:11][C:12]=1[O:13][CH3:14])[N:9]=[CH:8][N:7]=[C:6]2[O:15][C:16]1[CH:22]=[CH:21][C:19]([NH2:20])=[C:18]([N+:23]([O-:25])=[O:24])[CH:17]=1.Cl[C:27](Cl)([O:29]C(=O)OC(Cl)(Cl)Cl)Cl.[CH3:38][CH2:39][CH:40]([OH:44])[CH2:41][C:42]#[CH:43].C(=O)(O)[O-].[Na+]. (2) Reactant: [Cl:1][C:2]1[N:7]=[C:6]([C:8]2[CH:9]=[N:10][C:11]([NH2:14])=[N:12][CH:13]=2)[CH:5]=[C:4](Cl)[N:3]=1.[NH:16]1[CH2:21][CH2:20][O:19][CH2:18][CH2:17]1. Product: [Cl:1][C:2]1[N:7]=[C:6]([C:8]2[CH:9]=[N:10][C:11]([NH2:14])=[N:12][CH:13]=2)[CH:5]=[C:4]([N:16]2[CH2:21][CH2:20][O:19][CH2:18][CH2:17]2)[N:3]=1. The catalyst class is: 10. (3) Reactant: [NH2:1][C:2]1[C:7]2=[C:8]([C:19]3[CH:20]=[CH:21][C:22]4[C:26]([CH:27]=3)=[N:25][N:24]([CH2:28][C:29]3[CH:34]=[CH:33][CH:32]=[CH:31][CH:30]=3)[CH:23]=4)[C:9](C#N)=[C:10]([CH:11]3[CH2:16][CH2:15][NH:14][CH2:13][CH2:12]3)[N:6]2[N:5]=[CH:4][N:3]=1.[CH:35]([N:38](CC)C(C)C)(C)C.[C:44](Cl)(=[O:46])[CH3:45]. Product: [C:44]([N:14]1[CH2:13][CH2:12][CH:11]([C:10]2[N:6]3[C:7]([C:2]([NH2:1])=[N:3][CH:4]=[N:5]3)=[C:8]([C:19]3[CH:20]=[CH:21][C:22]4[C:26]([CH:27]=3)=[N:25][N:24]([CH2:28][C:29]3[CH:30]=[CH:31][CH:32]=[CH:33][CH:34]=3)[C:23]=4[C:35]#[N:38])[CH:9]=2)[CH2:16][CH2:15]1)(=[O:46])[CH3:45]. The catalyst class is: 266.